From a dataset of Full USPTO retrosynthesis dataset with 1.9M reactions from patents (1976-2016). Predict the reactants needed to synthesize the given product. (1) Given the product [F:11][C:3]1[CH:4]=[C:5]2[C:9](=[CH:10][C:2]=1[C:12]1[CH:17]=[CH:16][CH:15]=[CH:14][CH:13]=1)[NH:8][CH:7]=[CH:6]2, predict the reactants needed to synthesize it. The reactants are: Br[C:2]1[CH:10]=[C:9]2[C:5]([CH:6]=[CH:7][NH:8]2)=[CH:4][C:3]=1[F:11].[C:12]1(B(O)O)[CH:17]=[CH:16][CH:15]=[CH:14][CH:13]=1.C(=O)([O-])[O-].[Na+].[Na+].COCCOC. (2) Given the product [CH:15]1([NH:14][C@H:11]2[CH2:10][CH2:9][C@H:8]([O:1][C:2]3[CH:7]=[CH:6][CH:5]=[CH:4][CH:3]=3)[CH2:13][CH2:12]2)[CH2:20][CH2:19][CH2:18][CH2:17][CH2:16]1, predict the reactants needed to synthesize it. The reactants are: [O:1]([C@H:8]1[CH2:13][CH2:12][C@H:11]([NH2:14])[CH2:10][CH2:9]1)[C:2]1[CH:7]=[CH:6][CH:5]=[CH:4][CH:3]=1.[C:15]1(=O)[CH2:20][CH2:19][CH2:18][CH2:17][CH2:16]1.CC([O-])=O.[Na+].C([BH3-])#N.[Na+]. (3) Given the product [S:3]1[C:4]2[CH:10]=[CH:9][CH:8]=[CH:7][C:5]=2[N:6]=[C:2]1[NH:1][C:18](=[O:19])[O:20][CH2:21][C:22]([Cl:25])([Cl:24])[Cl:23], predict the reactants needed to synthesize it. The reactants are: [NH2:1][C:2]1[S:3][C:4]2[CH:10]=[CH:9][CH:8]=[CH:7][C:5]=2[N:6]=1.N1C=CC=CC=1.Cl[C:18]([O:20][CH2:21][C:22]([Cl:25])([Cl:24])[Cl:23])=[O:19].O. (4) Given the product [NH:1]1[C:9]2[C:4](=[CH:5][CH:6]=[CH:7][CH:8]=2)[C:3]([CH2:10][C:11]2[CH:17]=[CH:16][C:14]([NH:15][C:20](=[O:21])[NH:42][CH2:43][CH2:44][N:45]3[CH2:50][CH2:49][N:48]([C:51]([O:53][C:54]([CH3:57])([CH3:56])[CH3:55])=[O:52])[CH2:47][CH2:46]3)=[CH:13][C:12]=2[CH2:18][CH3:19])=[CH:2]1, predict the reactants needed to synthesize it. The reactants are: [NH:1]1[C:9]2[C:4](=[CH:5][CH:6]=[CH:7][CH:8]=2)[C:3]([CH2:10][C:11]2[CH:17]=[CH:16][C:14]([NH2:15])=[CH:13][C:12]=2[CH2:18][CH3:19])=[CH:2]1.[C:20](Cl)(=O)[O:21]C1C=CC([N+]([O-])=O)=CC=1.C(N(C(C)C)CC)(C)C.[NH2:42][CH2:43][CH2:44][N:45]1[CH2:50][CH2:49][N:48]([C:51]([O:53][C:54]([CH3:57])([CH3:56])[CH3:55])=[O:52])[CH2:47][CH2:46]1. (5) Given the product [O:30]=[C:25]1[NH:26][C:27](=[O:29])[C:28](=[CH:1][C:3]2[CH:4]=[CH:5][C:6]([C:9]3[CH:14]=[CH:13][CH:12]=[C:11]([CH2:15][NH:16][C:17](=[O:23])[O:18][C:19]([CH3:21])([CH3:20])[CH3:22])[CH:10]=3)=[CH:7][CH:8]=2)[S:24]1, predict the reactants needed to synthesize it. The reactants are: [CH:1]([C:3]1[CH:8]=[CH:7][C:6]([C:9]2[CH:14]=[CH:13][CH:12]=[C:11]([CH2:15][NH:16][C:17](=[O:23])[O:18][C:19]([CH3:22])([CH3:21])[CH3:20])[CH:10]=2)=[CH:5][CH:4]=1)=O.[S:24]1[CH2:28][C:27](=[O:29])[NH:26][C:25]1=[O:30].